Dataset: Full USPTO retrosynthesis dataset with 1.9M reactions from patents (1976-2016). Task: Predict the reactants needed to synthesize the given product. (1) Given the product [CH3:1][O:2][C:3]1[CH:11]=[CH:10][C:6]2[N:7]=[C:8]([C:13]3[CH:14]=[N:15][C:16]([N:19]([CH3:21])[CH3:20])=[N:17][CH:18]=3)[O:9][C:5]=2[CH:4]=1, predict the reactants needed to synthesize it. The reactants are: [CH3:1][O:2][C:3]1[CH:11]=[CH:10][C:6]2[N:7]=[CH:8][O:9][C:5]=2[CH:4]=1.Br[C:13]1[CH:14]=[N:15][C:16]([N:19]([CH3:21])[CH3:20])=[N:17][CH:18]=1.C([O-])([O-])=O.[Cs+].[Cs+]. (2) Given the product [Cl:1][C:2]1[C:11]2[C:6](=[CH:7][C:8]([O:12][CH:13]([CH3:14])[CH3:15])=[CH:9][CH:10]=2)[C:5]([OH:16])=[C:4]([C:17]([NH:34][C@@H:27]([CH2:28][OH:29])[C:26]([OH:35])=[O:25])=[O:19])[N:3]=1, predict the reactants needed to synthesize it. The reactants are: [Cl:1][C:2]1[C:11]2[C:6](=[CH:7][C:8]([O:12][CH:13]([CH3:15])[CH3:14])=[CH:9][CH:10]=2)[C:5]([OH:16])=[C:4]([C:17]([OH:19])=O)[N:3]=1.Cl.C([O:25][C:26](=[O:35])[C@@H:27]([NH2:34])[CH2:28][O:29]C(C)(C)C)(C)(C)C. (3) Given the product [OH:18][C:2]1[N:3]=[CH:4][C:5]2[C:10]([C:11]=1[C:12]([O:14][CH2:15][CH3:16])=[O:13])=[CH:9][CH:8]=[CH:7][CH:6]=2, predict the reactants needed to synthesize it. The reactants are: N[C:2]1[N:3]=[CH:4][C:5]2[C:10]([C:11]=1[C:12]([O:14][CH2:15][CH3:16])=[O:13])=[CH:9][CH:8]=[CH:7][CH:6]=2.N([O-])=[O:18].[Na+].[OH-].[Na+].